Dataset: Experimentally validated miRNA-target interactions with 360,000+ pairs, plus equal number of negative samples. Task: Binary Classification. Given a miRNA mature sequence and a target amino acid sequence, predict their likelihood of interaction. (1) The protein sequence of the target gene is MALDVKSRAKRYEKLDFLGEGQFATVYKARDKNTNQIVAIKKIKLGHRSEAKDGINRTALREIKLLQELSHPNIIGLLDAFGHKSNISLVFDFMETDLEVIIKDNSLVLTPSHIKAYMLMTLQGLEYLHQHWILHRDLKPNNLLLDENGVLKLADFGLAKSFGSPNRAYTHQVVTRWYRAPELLFGARMYGVGVDMWAVGCILAELLLRVPFLPGDSDLDQLTRIFETLGTPTEEQWPDMCSLPDYVTFKSFPGIPLHHIFSAAGDDLLDLIQGLFLFNPCARITATQALKMKYFSNRPG.... Result: 0 (no interaction). The miRNA is hsa-miR-4474-3p with sequence UUGUGGCUGGUCAUGAGGCUAA. (2) The miRNA is hsa-miR-146b-5p with sequence UGAGAACUGAAUUCCAUAGGCUG. The protein sequence of the target gene is MGSVRTNRYSIVSSEEDGMKLATMAVANGFGNGKSKVHTRQQCRSRFVKKDGHCNVQFINVGEKGQRYLADIFTTCVDIRWRWMLVIFCLAFVLSWLFFGCVFWLIALLHGDLDTSKVSKACVSEVNSFTAAFLFSIETQTTIGYGFRCVTDECPIAVFMVVFQSIVGCIIDAFIIGAVMAKMAKPKKRNETLVFSHNAVIAMRDGKLCLMWRVGNLRKSHLVEAHVRAQLLKSRITSEGEYIPLDQIDINVGFDSGIDRIFLVSPITIVHEIDEDSPLYDLSKQDIDNADFEIVVILEG.... Result: 0 (no interaction). (3) The miRNA is hsa-miR-5681a with sequence AGAAAGGGUGGCAAUACCUCUU. The protein sequence of the target gene is MKVFCEVLEELYKKVLLGATLENDSHDYIFYLNPAVSDQDCSTATSLEWANTCGIQGRHQPISVGVAPIAVAPVCLKTNSQMSGSREVMLLQLTVIKVMTTRILSVKTEFHAKEQYRDVIKILLESAKVDSKLICMFQNSDKLLSHMAAQCLALLLYFQLREKITLSNSWIAFCQKNLSEYSESNKAIYCLWTLTAIIKEIFKDSCSQKTEILKQFLTHFDTIFEVFYNSLFSQHFENCRDTSKIVNILMCFLDLLELLIASRIHLKLHFTCQRILFLKPSCMLEVITWPIQAFVKRKVI.... Result: 1 (interaction). (4) The miRNA is mmu-miR-804 with sequence UGUGAGUUGUUCCUCACCUGGA. The protein sequence of the target gene is MESPSAHAVSLPEDEELQPWGGAGGPGQHPGRPRSTECAHPGVVEKVRPKWDNPLQFLLVCISYAVGLGNVWRFPYLCQMYGGGNFLVPYIIMLIVEGMPLLYLELAVGQRMRQGSIGAWRTISPYLSGVGIASLVVSFLASVYFNVINTWALWYLFHSFQDPLPWSVCPLNSNHTGYDEECEKASSTQYFWYRKTLNISPSIQENGGVQWEPALCLTLAWLMVYLCILRGTESTGKVVYFTTSLPYFVLIIYLVRGLTLHGATNGLAYMFTPKIEQLANPKAWINAATQIFFSLGLGCG.... Result: 1 (interaction). (5) The miRNA is rno-miR-433-3p with sequence AUCAUGAUGGGCUCCUCGGUGU. The protein sequence of the target gene is MSKPAGSTSRILDIPCKVCGDRSSGKHYGVYACDGCSGFFKRSIRRNRTYVCKSGNQGGCPVDKTHRNQCRACRLKKCLEVNMNKDAVQHERGPRTSTIRKQVALYFRGHKEENGAAAHFPSAALPAPAFFTAVTQLEPHGLELAAVSTTPERQTLVSLAQPTPKYPHEVNGTPMYLYEVATESVCESAARLLFMSIKWAKSVPAFSTLSLQDQLMLLEDAWRELFVLGIAQWAIPVDANTLLAVSGMNGDNTDSQKLNKIISEIQALQEVVARFRQLRLDATEFACLKCIVTFKAVPTH.... Result: 0 (no interaction).